The task is: Predict the product of the given reaction.. This data is from Forward reaction prediction with 1.9M reactions from USPTO patents (1976-2016). (1) Given the reactants [NH:1]1[C:9]2[C:4](=[CH:5][CH:6]=[CH:7][CH:8]=2)[C:3]([CH2:10][C:11]([O:13][CH2:14][CH3:15])=[O:12])=[CH:2]1.[C:16](=O)([O:22]C(C)(C)C)[O:17][C:18]([CH3:21])([CH3:20])[CH3:19].CCN(CC)CC, predict the reaction product. The product is: [CH2:14]([O:13][C:11](=[O:12])[CH2:10][C:3]1[C:4]2[C:9](=[CH:8][CH:7]=[CH:6][CH:5]=2)[N:1]([C:16]([O:17][C:18]([CH3:21])([CH3:20])[CH3:19])=[O:22])[CH:2]=1)[CH3:15]. (2) Given the reactants [CH3:1][NH:2][CH2:3][C:4]1[CH:13]=[CH:12][C:7]([C:8]([O:10][CH3:11])=[O:9])=[CH:6][CH:5]=1.[C:14](Cl)(=[O:23])[O:15][CH2:16][C:17]1[CH:22]=[CH:21][CH:20]=[CH:19][CH:18]=1.C(=O)(O)[O-].[Na+].C(OCC)(=O)C, predict the reaction product. The product is: [CH2:16]([O:15][C:14]([N:2]([CH2:3][C:4]1[CH:13]=[CH:12][C:7]([C:8]([O:10][CH3:11])=[O:9])=[CH:6][CH:5]=1)[CH3:1])=[O:23])[C:17]1[CH:22]=[CH:21][CH:20]=[CH:19][CH:18]=1.